From a dataset of CYP2C9 inhibition data for predicting drug metabolism from PubChem BioAssay. Regression/Classification. Given a drug SMILES string, predict its absorption, distribution, metabolism, or excretion properties. Task type varies by dataset: regression for continuous measurements (e.g., permeability, clearance, half-life) or binary classification for categorical outcomes (e.g., BBB penetration, CYP inhibition). Dataset: cyp2c9_veith. (1) The drug is CCN(CC)S(=O)(=O)c1ccc(C(=O)Nc2ncn(Cc3ccccc3)n2)cc1. The result is 1 (inhibitor). (2) The drug is O=C(c1cnccn1)N1CCC[C@@]2(CCN(c3ccccc3)C2)C1. The result is 0 (non-inhibitor). (3) The compound is O=C(Nc1ccc(Cl)cc1)C1CCN(C(=O)NC2CCCCC2)CC1. The result is 0 (non-inhibitor). (4) The compound is COC(=O)[C@@]1(Cc2ccccc2)[C@H]2c3cc(C(=O)N4CCCC4)[nH]c3C[C@H]2CN1C(=O)c1ccccc1. The result is 1 (inhibitor). (5) The compound is Cn1c(=O)c(CCc2ccccc2)nc2cnc(Oc3ccccc3)nc21. The result is 1 (inhibitor). (6) The molecule is O=C(O)Cc1c[nH]c2ccc(F)cc12. The result is 0 (non-inhibitor). (7) The drug is OCCNc1ncnc2nc[nH]c12. The result is 0 (non-inhibitor).